Dataset: Forward reaction prediction with 1.9M reactions from USPTO patents (1976-2016). Task: Predict the product of the given reaction. (1) Given the reactants [Cl:1][C:2]1[CH:11]=[CH:10][C:5]([C:6]([O:8]C)=O)=[CH:4][N:3]=1.C[Si](C)(C)[C:14]([F:17])([F:16])[F:15].Cl.C(OCC)(=O)C, predict the reaction product. The product is: [Cl:1][C:2]1[N:3]=[CH:4][C:5]([C:6](=[O:8])[C:14]([F:17])([F:16])[F:15])=[CH:10][CH:11]=1. (2) Given the reactants I[C:2]1[CH:3]=[C:4]([N+:8]([O-:10])=[O:9])[CH:5]=[CH:6][CH:7]=1.[CH3:11][Si:12]([C:15]#[CH:16])([CH3:14])[CH3:13], predict the reaction product. The product is: [CH3:11][Si:12]([CH3:14])([CH3:13])[C:15]#[C:16][C:2]1[CH:7]=[CH:6][CH:5]=[C:4]([N+:8]([O-:10])=[O:9])[CH:3]=1. (3) The product is: [F:29][C:30]1[C:39]([F:40])=[C:38]([CH2:41][CH2:42][OH:43])[CH:37]=[CH:36][C:31]=1[O:32][CH2:33][CH2:34][N:26]1[CH2:25][CH2:24][C:22]2([O:21][CH2:20][CH2:19][N:18]([C:16]([C:14]3[N:15]=[C:11]([CH:8]([CH3:10])[CH3:9])[S:12][CH:13]=3)=[O:17])[CH2:23]2)[CH2:28][CH2:27]1. Given the reactants FC(F)(F)C(O)=O.[CH:8]([C:11]1[S:12][CH:13]=[C:14]([C:16]([N:18]2[CH2:23][C:22]3([CH2:28][CH2:27][NH:26][CH2:25][CH2:24]3)[O:21][CH2:20][CH2:19]2)=[O:17])[N:15]=1)([CH3:10])[CH3:9].[F:29][C:30]1[C:39]([F:40])=[C:38]([CH2:41][CH2:42][OH:43])[CH:37]=[CH:36][C:31]=1[O:32][CH2:33][CH:34]=O.C(O[BH-](OC(=O)C)OC(=O)C)(=O)C.[Na+], predict the reaction product. (4) Given the reactants [OH:1][C:2]1[CH:3]=[C:4]([C:15]([O:17][CH3:18])=[O:16])[CH:5]=[C:6]([C:8]2[CH:13]=[CH:12][C:11]([CH3:14])=[CH:10][CH:9]=2)[CH:7]=1.C(=O)([O-])[O-].[K+].[K+].Br[C:26]1[CH:31]=[CH:30][CH:29]=[CH:28][N:27]=1.CS(C)=O, predict the reaction product. The product is: [CH3:14][C:11]1[CH:10]=[CH:9][C:8]([C:6]2[CH:7]=[C:2]([O:1][C:26]3[CH:31]=[CH:30][CH:29]=[CH:28][N:27]=3)[CH:3]=[C:4]([C:15]([O:17][CH3:18])=[O:16])[CH:5]=2)=[CH:13][CH:12]=1. (5) Given the reactants [OH:1][CH2:2][CH2:3][O:4][C:5]1[C:6]([N:10]2[CH2:15][CH2:14][N:13]([C:16]([O:18][C:19]([CH3:22])([CH3:21])[CH3:20])=[O:17])[CH2:12][CH2:11]2)=[N:7][S:8][N:9]=1.C1(P(C2C=CC=CC=2)C2C=CC=CC=2)C=CC=CC=1.O[C:43]1[CH:52]=[C:51]2[C:46]([CH:47]=[CH:48][N:49]=[CH:50]2)=[CH:45][CH:44]=1.N(C(OCC)=O)=NC(OCC)=O, predict the reaction product. The product is: [CH:50]1[C:51]2[C:46](=[CH:45][CH:44]=[C:43]([O:1][CH2:2][CH2:3][O:4][C:5]3[C:6]([N:10]4[CH2:15][CH2:14][N:13]([C:16]([O:18][C:19]([CH3:22])([CH3:21])[CH3:20])=[O:17])[CH2:12][CH2:11]4)=[N:7][S:8][N:9]=3)[CH:52]=2)[CH:47]=[CH:48][N:49]=1. (6) Given the reactants [Cl:1][C:2]1[CH:10]=[C:9]2[C:5](/[C:6](=[CH:12]/[C:13]3[CH:18]=[C:17]([Cl:19])[C:16]([F:20])=[CH:15][C:14]=3[O:21][CH3:22])/[C:7](=[O:11])[NH:8]2)=[CH:4][CH:3]=1.[C:23]([O:27][C:28](O[C:28]([O:27][C:23]([CH3:26])([CH3:25])[CH3:24])=[O:29])=[O:29])([CH3:26])([CH3:25])[CH3:24], predict the reaction product. The product is: [C:23]([O:27][C:28]([N:8]1[C:9]2[C:5](=[CH:4][CH:3]=[C:2]([Cl:1])[CH:10]=2)/[C:6](=[CH:12]/[C:13]2[CH:18]=[C:17]([Cl:19])[C:16]([F:20])=[CH:15][C:14]=2[O:21][CH3:22])/[C:7]1=[O:11])=[O:29])([CH3:26])([CH3:25])[CH3:24]. (7) Given the reactants [F:1][C:2]([F:22])([F:21])[C:3]1[CH:8]=[CH:7][C:6]([CH2:9][C:10]([C:12]2[CH:17]=[C:16]([F:18])[C:15]([F:19])=[C:14]([F:20])[CH:13]=2)=[O:11])=[CH:5][CH:4]=1.C1C(=O)N(Br)C(=[O:26])C1, predict the reaction product. The product is: [F:22][C:2]([F:1])([F:21])[C:3]1[CH:8]=[CH:7][C:6]([C:9](=[O:26])[C:10]([C:12]2[CH:13]=[C:14]([F:20])[C:15]([F:19])=[C:16]([F:18])[CH:17]=2)=[O:11])=[CH:5][CH:4]=1. (8) Given the reactants Cl[C:2]1[C:11]2[C:6](=[CH:7][CH:8]=[CH:9][CH:10]=2)[N:5]=[CH:4][CH:3]=1.[N+:12]([C:15]1[CH:16]=[C:17]([OH:24])[CH:18]=[CH:19][C:20]=1[N+:21]([O-:23])=[O:22])([O-:14])=[O:13], predict the reaction product. The product is: [N+:12]([C:15]1[CH:16]=[C:17]([CH:18]=[CH:19][C:20]=1[N+:21]([O-:23])=[O:22])[O:24][C:2]1[C:11]2[C:6](=[CH:7][CH:8]=[CH:9][CH:10]=2)[N:5]=[CH:4][CH:3]=1)([O-:14])=[O:13]. (9) Given the reactants [C:9](O[C:9]([O:11][C:12]([CH3:15])([CH3:14])[CH3:13])=[O:10])([O:11][C:12]([CH3:15])([CH3:14])[CH3:13])=[O:10].[Cl:16][C:17]1[C:26]([N:27]2[CH2:32][CH2:31][NH:30][CH2:29][CH2:28]2)=[N:25][C:24]2[C:19](=[CH:20][CH:21]=[CH:22][CH:23]=2)[N:18]=1.C(N(CC)CC)C.ClCCl, predict the reaction product. The product is: [C:12]([O:11][C:9]([N:30]1[CH2:31][CH2:32][N:27]([C:26]2[C:17]([Cl:16])=[N:18][C:19]3[C:24](=[CH:23][CH:22]=[CH:21][CH:20]=3)[N:25]=2)[CH2:28][CH2:29]1)=[O:10])([CH3:13])([CH3:14])[CH3:15].